From a dataset of Peptide-MHC class I binding affinity with 185,985 pairs from IEDB/IMGT. Regression. Given a peptide amino acid sequence and an MHC pseudo amino acid sequence, predict their binding affinity value. This is MHC class I binding data. (1) The MHC is HLA-A02:12 with pseudo-sequence HLA-A02:12. The binding affinity (normalized) is 0.0847. The peptide sequence is RPNRQLGSM. (2) The peptide sequence is MPILTLTRA. The MHC is HLA-B35:01 with pseudo-sequence HLA-B35:01. The binding affinity (normalized) is 0.213.